From a dataset of Full USPTO retrosynthesis dataset with 1.9M reactions from patents (1976-2016). Predict the reactants needed to synthesize the given product. Given the product [C:33]([O:32][C:30]([N:12]1[CH2:17][CH2:16][O:15][CH:14]([C:18]([O:20][CH3:21])=[O:19])[CH2:13]1)=[O:31])([CH3:34])([CH3:35])[CH3:36], predict the reactants needed to synthesize it. The reactants are: C([O-])=O.[NH4+].C([N:12]1[CH2:17][CH2:16][O:15][CH:14]([C:18]([O:20][CH3:21])=[O:19])[CH2:13]1)C1C=CC=CC=1.[C:30](O[C:30]([O:32][C:33]([CH3:36])([CH3:35])[CH3:34])=[O:31])([O:32][C:33]([CH3:36])([CH3:35])[CH3:34])=[O:31].C(N(CC)CC)C.